The task is: Predict the reactants needed to synthesize the given product.. This data is from Full USPTO retrosynthesis dataset with 1.9M reactions from patents (1976-2016). (1) Given the product [CH2:15]([C:12]1[CH:13]=[CH:14][C:9]([CH2:8][OH:7])=[CH:10][CH:11]=1)[CH2:16][C:17]#[CH:1], predict the reactants needed to synthesize it. The reactants are: [C:1]([O-])([O-])=O.[K+].[K+].[OH:7][CH2:8][C:9]1[CH:14]=[CH:13][C:12]([CH2:15][CH2:16][CH:17]=O)=[CH:11][CH:10]=1.[N+](=C(P(=O)(OC)OC)C(=O)C)=[N-]. (2) Given the product [I:22][C:6]1[CH:7]=[CH:8][C:3]([CH2:2][CH2:1][N:9]2[CH2:13][CH2:12][CH2:11][C:10]2=[O:14])=[CH:4][CH:5]=1, predict the reactants needed to synthesize it. The reactants are: [CH2:1]([N:9]1[CH2:13][CH2:12][CH2:11][C:10]1=[O:14])[CH2:2][C:3]1[CH:8]=[CH:7][CH:6]=[CH:5][CH:4]=1.S(=O)(=O)(O)O.II.[I:22](O)(=O)(=O)=O. (3) Given the product [CH:3]([N:4]1[CH:8]=[C:7]([C:9]([O:11][CH2:12][CH3:13])=[O:10])[CH:6]=[N:5]1)=[CH2:2], predict the reactants needed to synthesize it. The reactants are: Cl[CH2:2][CH2:3][N:4]1[CH:8]=[C:7]([C:9]([O:11][CH2:12][CH3:13])=[O:10])[CH:6]=[N:5]1.CS(C)=O.N12CCCN=C1CCCCC2. (4) The reactants are: [Cl:1][C:2]1[N:3]=[C:4]([C:9]([NH:11][C@H:12]2[CH2:17][CH2:16][N:15]([C:18]3[O:19][C:20]([CH2:30][CH3:31])=[C:21]([C:23]([O:25]CCCC)=[O:24])[N:22]=3)[CH2:14][C@H:13]2[O:32][CH2:33][CH2:34][CH3:35])=[O:10])[NH:5][C:6]=1[CH2:7][CH3:8].[OH-].[Li+].CO. Given the product [Cl:1][C:2]1[N:3]=[C:4]([C:9]([NH:11][C@H:12]2[CH2:17][CH2:16][N:15]([C:18]3[O:19][C:20]([CH2:30][CH3:31])=[C:21]([C:23]([OH:25])=[O:24])[N:22]=3)[CH2:14][C@H:13]2[O:32][CH2:33][CH2:34][CH3:35])=[O:10])[NH:5][C:6]=1[CH2:7][CH3:8], predict the reactants needed to synthesize it.